Dataset: NCI-60 drug combinations with 297,098 pairs across 59 cell lines. Task: Regression. Given two drug SMILES strings and cell line genomic features, predict the synergy score measuring deviation from expected non-interaction effect. (1) Drug 1: CS(=O)(=O)C1=CC(=C(C=C1)C(=O)NC2=CC(=C(C=C2)Cl)C3=CC=CC=N3)Cl. Drug 2: CN(CC1=CN=C2C(=N1)C(=NC(=N2)N)N)C3=CC=C(C=C3)C(=O)NC(CCC(=O)O)C(=O)O. Cell line: OVCAR-5. Synergy scores: CSS=25.9, Synergy_ZIP=6.37, Synergy_Bliss=6.26, Synergy_Loewe=5.98, Synergy_HSA=7.53. (2) Cell line: SK-MEL-5. Drug 1: CC1CCCC2(C(O2)CC(NC(=O)CC(C(C(=O)C(C1O)C)(C)C)O)C(=CC3=CSC(=N3)C)C)C. Drug 2: COCCOC1=C(C=C2C(=C1)C(=NC=N2)NC3=CC=CC(=C3)C#C)OCCOC.Cl. Synergy scores: CSS=62.6, Synergy_ZIP=18.8, Synergy_Bliss=22.2, Synergy_Loewe=-21.1, Synergy_HSA=14.7. (3) Drug 1: C1=NC2=C(N1)C(=S)N=C(N2)N. Drug 2: C1CCC(C(C1)N)N.C(=O)(C(=O)[O-])[O-].[Pt+4]. Cell line: U251. Synergy scores: CSS=29.4, Synergy_ZIP=-3.26, Synergy_Bliss=3.58, Synergy_Loewe=5.82, Synergy_HSA=5.85. (4) Drug 1: CS(=O)(=O)C1=CC(=C(C=C1)C(=O)NC2=CC(=C(C=C2)Cl)C3=CC=CC=N3)Cl. Drug 2: C1=NC2=C(N1)C(=S)N=CN2. Cell line: HT29. Synergy scores: CSS=11.0, Synergy_ZIP=-7.91, Synergy_Bliss=-13.7, Synergy_Loewe=-22.1, Synergy_HSA=-15.8. (5) Drug 1: C1CCC(C1)C(CC#N)N2C=C(C=N2)C3=C4C=CNC4=NC=N3. Drug 2: CC1=C(C=C(C=C1)C(=O)NC2=CC(=CC(=C2)C(F)(F)F)N3C=C(N=C3)C)NC4=NC=CC(=N4)C5=CN=CC=C5. Cell line: RXF 393. Synergy scores: CSS=-6.54, Synergy_ZIP=-0.581, Synergy_Bliss=-6.80, Synergy_Loewe=-11.5, Synergy_HSA=-10.2. (6) Drug 1: C1CC(C1)(C(=O)O)C(=O)O.[NH2-].[NH2-].[Pt+2]. Drug 2: COC1=C2C(=CC3=C1OC=C3)C=CC(=O)O2. Cell line: NCI-H226. Synergy scores: CSS=-4.31, Synergy_ZIP=2.35, Synergy_Bliss=-0.589, Synergy_Loewe=-3.34, Synergy_HSA=-4.12. (7) Drug 2: CC(CN1CC(=O)NC(=O)C1)N2CC(=O)NC(=O)C2. Drug 1: C1=CC(=C2C(=C1NCCNCCO)C(=O)C3=C(C=CC(=C3C2=O)O)O)NCCNCCO. Cell line: UACC62. Synergy scores: CSS=43.2, Synergy_ZIP=2.17, Synergy_Bliss=5.90, Synergy_Loewe=9.34, Synergy_HSA=10.7.